This data is from Reaction yield outcomes from USPTO patents with 853,638 reactions. The task is: Predict the reaction yield, written as a fraction of the theoretical maximum amount of product (1.0 means a 100% yield; for example, 0.34 means a 34% yield). (1) The reactants are [Cl:1][C:2]1[C:3]2[N:4]([CH:12]=[C:13]([C:15]([NH2:17])=O)[N:14]=2)[CH:5]=[C:6]([C:8]([F:11])([F:10])[F:9])[CH:7]=1. The catalyst is O=P(Cl)(Cl)Cl. The product is [Cl:1][C:2]1[C:3]2[N:4]([CH:12]=[C:13]([C:15]#[N:17])[N:14]=2)[CH:5]=[C:6]([C:8]([F:10])([F:11])[F:9])[CH:7]=1. The yield is 0.811. (2) The reactants are [Cl-].O[NH3+:3].[C:4](=[O:7])([O-])[OH:5].[Na+].CS(C)=O.[F:13][C:14]1[CH:15]=[C:16]([C:47]2[C:48]([C:53]#[N:54])=[CH:49][CH:50]=[CH:51][CH:52]=2)[CH:17]=[CH:18][C:19]=1[CH2:20][C:21]1[C:22](=[O:46])[N:23]([C@H:33]2[CH2:38][CH2:37][C@H:36]([O:39][CH:40]([CH3:45])[C:41]([OH:44])([CH3:43])[CH3:42])[CH2:35][CH2:34]2)[C:24]2[N:25]([N:30]=[CH:31][N:32]=2)[C:26]=1[CH2:27][CH2:28][CH3:29]. The catalyst is C(OCC)(=O)C. The product is [F:13][C:14]1[CH:15]=[C:16]([C:47]2[CH:52]=[CH:51][CH:50]=[CH:49][C:48]=2[C:53]2[NH:3][C:4](=[O:7])[O:5][N:54]=2)[CH:17]=[CH:18][C:19]=1[CH2:20][C:21]1[C:22](=[O:46])[N:23]([C@H:33]2[CH2:38][CH2:37][C@H:36]([O:39][CH:40]([CH3:45])[C:41]([OH:44])([CH3:43])[CH3:42])[CH2:35][CH2:34]2)[C:24]2[N:25]([N:30]=[CH:31][N:32]=2)[C:26]=1[CH2:27][CH2:28][CH3:29]. The yield is 0.890. (3) The reactants are [O:1]1[C:5]2[CH:6]=[CH:7][C:8]([CH2:10][C:11]([OH:13])=O)=[CH:9][C:4]=2[O:3][CH2:2]1.C1N=CN(C(N2C=NC=C2)=O)C=1.Cl.[CH3:27][NH:28][O:29][CH3:30]. The catalyst is C(Cl)Cl. The product is [O:1]1[C:5]2[CH:6]=[CH:7][C:8]([CH2:10][C:11]([N:28]([O:29][CH3:30])[CH3:27])=[O:13])=[CH:9][C:4]=2[O:3][CH2:2]1. The yield is 0.940. (4) The reactants are Br[C:2]1[CH:3]=[C:4]2[C:8](=[CH:9][CH:10]=1)[C:7]([CH3:12])([CH3:11])[O:6][CH2:5]2.[B:13]1([B:13]2[O:17][C:16]([CH3:19])([CH3:18])[C:15]([CH3:21])([CH3:20])[O:14]2)[O:17][C:16]([CH3:19])([CH3:18])[C:15]([CH3:21])([CH3:20])[O:14]1.CC([O-])=O.[K+]. The catalyst is O1CCOCC1.C1C=CC(P(C2C=CC=CC=2)[C-]2C=CC=C2)=CC=1.C1C=CC(P(C2C=CC=CC=2)[C-]2C=CC=C2)=CC=1.Cl[Pd]Cl.[Fe+2]. The product is [CH3:11][C:7]1([CH3:12])[C:8]2[C:4](=[CH:3][C:2]([B:13]3[O:17][C:16]([CH3:19])([CH3:18])[C:15]([CH3:21])([CH3:20])[O:14]3)=[CH:10][CH:9]=2)[CH2:5][O:6]1. The yield is 0.970. (5) The reactants are [Cl:1][C:2]1[CH:10]=[C:9]2[C:5]([CH2:6][C:7](=[O:11])[NH:8]2)=[CH:4][C:3]=1[CH2:12][CH2:13]Cl.Cl.[N:16]1([C:22]2[C:26]3[CH:27]=[CH:28][CH:29]=[CH:30][C:25]=3[S:24][N:23]=2)[CH2:21][CH2:20][NH:19][CH2:18][CH2:17]1.C(=O)([O-])[O-].[Na+].[Na+].C(O)CO. The catalyst is O. The product is [CH:28]1[CH:29]=[CH:30][C:25]2[S:24][N:23]=[C:22]([N:16]3[CH2:17][CH2:18][N:19]([CH2:13][CH2:12][C:3]4[CH:4]=[C:5]5[CH2:6][C:7](=[O:11])[NH:8][C:9]5=[CH:10][C:2]=4[Cl:1])[CH2:20][CH2:21]3)[C:26]=2[CH:27]=1. The yield is 0.880.